This data is from Reaction yield outcomes from USPTO patents with 853,638 reactions. The task is: Predict the reaction yield, written as a fraction of the theoretical maximum amount of product (1.0 means a 100% yield; for example, 0.34 means a 34% yield). The reactants are [CH3:1][O:2][C:3]1[CH:8]=[CH:7][CH:6]=[CH:5][C:4]=1[C:9]1[CH:17]=[C:16]2[C:12]([CH2:13][C:14](=[O:18])[NH:15]2)=[CH:11][CH:10]=1.[N:19]1([CH2:24][CH2:25][NH:26][C:27]([C:29]2[C:33]([C:34]3[CH:39]=[CH:38][CH:37]=[CH:36][CH:35]=3)=[C:32]([CH:40]=O)[NH:31][C:30]=2[CH3:42])=[O:28])[CH2:23][CH2:22][CH2:21][CH2:20]1. No catalyst specified. The product is [N:19]1([CH2:24][CH2:25][NH:26][C:27]([C:29]2[C:33]([C:34]3[CH:35]=[CH:36][CH:37]=[CH:38][CH:39]=3)=[C:32]([CH:40]=[C:13]3[C:12]4[C:16](=[CH:17][C:9]([C:4]5[CH:5]=[CH:6][CH:7]=[CH:8][C:3]=5[O:2][CH3:1])=[CH:10][CH:11]=4)[NH:15][C:14]3=[O:18])[NH:31][C:30]=2[CH3:42])=[O:28])[CH2:20][CH2:21][CH2:22][CH2:23]1. The yield is 0.350.